From a dataset of Peptide-MHC class II binding affinity with 134,281 pairs from IEDB. Regression. Given a peptide amino acid sequence and an MHC pseudo amino acid sequence, predict their binding affinity value. This is MHC class II binding data. The peptide sequence is YAATAGTTVYGAFAA. The MHC is HLA-DQA10501-DQB10301 with pseudo-sequence HLA-DQA10501-DQB10301. The binding affinity (normalized) is 0.712.